This data is from Catalyst prediction with 721,799 reactions and 888 catalyst types from USPTO. The task is: Predict which catalyst facilitates the given reaction. (1) Reactant: CN(C=O)C.C(Cl)(=O)C(Cl)=O.[Cl:12][C:13]1[CH:14]=[C:15]([CH:36]=[CH:37][C:38]=1[O:39][CH3:40])[CH2:16][NH:17][C:18]1[C:19]2[N:31]([CH3:32])[N:30]=[C:29]([CH2:33][CH2:34][CH3:35])[C:20]=2[N:21]=[C:22]([CH2:24][CH2:25][C:26]([NH2:28])=O)[N:23]=1. Product: [Cl:12][C:13]1[CH:14]=[C:15]([CH:36]=[CH:37][C:38]=1[O:39][CH3:40])[CH2:16][NH:17][C:18]1[C:19]2[N:31]([CH3:32])[N:30]=[C:29]([CH2:33][CH2:34][CH3:35])[C:20]=2[N:21]=[C:22]([CH2:24][CH2:25][C:26]#[N:28])[N:23]=1. The catalyst class is: 10. (2) Reactant: C(O[CH:4]1[O:8][N:7]=[C:6]([C:9]2[N:14]=[C:13]([NH:15]C(=O)C(C)(C)C)[CH:12]=[CH:11][CH:10]=2)[CH:5]1[CH3:22])C.S(=O)(=O)(O)O.C(=O)([O-])[O-].[Na+].[Na+]. Product: [CH3:22][C:5]1[C:6]([C:9]2[N:14]=[C:13]([NH2:15])[CH:12]=[CH:11][CH:10]=2)=[N:7][O:8][CH:4]=1. The catalyst class is: 11. (3) Reactant: ClC(Cl)(Cl)COC([N:7]1[C:19]2[CH2:18][N:17]([S:20]([CH2:23][C:24]3([C:30]([O:32]C)=[O:31])[CH2:29][CH2:28][O:27][CH2:26][CH2:25]3)(=[O:22])=[O:21])[CH2:16][CH2:15][C:14]=2[C:13]2[C:8]1=[CH:9][CH:10]=[CH:11][CH:12]=2)=O.O.[OH-].[Li+]. Product: [CH2:18]1[C:19]2[NH:7][C:8]3[C:13](=[CH:12][CH:11]=[CH:10][CH:9]=3)[C:14]=2[CH2:15][CH2:16][N:17]1[S:20]([CH2:23][C:24]1([C:30]([OH:32])=[O:31])[CH2:25][CH2:26][O:27][CH2:28][CH2:29]1)(=[O:21])=[O:22]. The catalyst class is: 193. (4) Product: [CH2:1]([O:3][C:4]([C:6]1[S:7][C:8]2[C:14]3[N:31]=[C:29]([NH:28][C:32]4[CH:37]=[CH:36][CH:35]=[C:34]([S:38](=[O:39])(=[O:40])[NH2:41])[CH:33]=4)[N:30]=[CH:16][C:13]=3[CH2:12][CH2:11][C:9]=2[N:10]=1)=[O:5])[CH3:2]. Reactant: [CH2:1]([O:3][C:4]([C:6]1[S:7][C:8]2[C:14](=O)[CH2:13][CH2:12][CH2:11][C:9]=2[N:10]=1)=[O:5])[CH3:2].[CH3:16]N(C=O)C.CC(N(C)C)=O.Cl.[NH:28]([C:32]1[CH:33]=[C:34]([S:38]([NH2:41])(=[O:40])=[O:39])[CH:35]=[CH:36][CH:37]=1)[C:29]([NH2:31])=[NH:30].C(=O)([O-])[O-].[K+].[K+]. The catalyst class is: 6. (5) Reactant: [NH2:1][CH:2]([C:6]1[N:15]([CH2:16][C:17]2[CH:22]=[CH:21][CH:20]=[CH:19][CH:18]=2)[C:14](=[O:23])[C:13]2[C:8](=[CH:9][C:10]([Cl:24])=[CH:11][CH:12]=2)[N:7]=1)[CH:3]([CH3:5])[CH3:4].[C:25]([O:29][C:30](=[O:37])[NH:31][C:32]([CH3:36])([CH3:35])[CH:33]=O)([CH3:28])([CH3:27])[CH3:26].C(O[BH-](OC(=O)C)OC(=O)C)(=O)C.[Na+]. Product: [C:25]([O:29][C:30](=[O:37])[NH:31][C:32]([CH3:36])([CH3:35])[CH2:33][NH:1][CH:2]([C:6]1[N:15]([CH2:16][C:17]2[CH:18]=[CH:19][CH:20]=[CH:21][CH:22]=2)[C:14](=[O:23])[C:13]2[C:8](=[CH:9][C:10]([Cl:24])=[CH:11][CH:12]=2)[N:7]=1)[CH:3]([CH3:5])[CH3:4])([CH3:28])([CH3:27])[CH3:26]. The catalyst class is: 4. (6) Reactant: [F:1][CH:2]([F:39])[C:3]1[CH:7]=[C:6]([CH:8]([F:10])[F:9])[N:5]([CH2:11][C:12]([N:14]2[CH2:19][CH2:18][CH:17]([C:20]3[S:21][CH:22]=[C:23]([C:25]4[CH2:29][CH:28]([C:30]5[CH:38]=[CH:37][CH:36]=[CH:35][C:31]=5[C:32]([OH:34])=O)[O:27][N:26]=4)[N:24]=3)[CH2:16][CH2:15]2)=[O:13])[N:4]=1.[CH:40]1([NH2:43])[CH2:42][CH2:41]1.C(N=C=NCCCN(C)C)C.O. Product: [F:39][CH:2]([F:1])[C:3]1[CH:7]=[C:6]([CH:8]([F:9])[F:10])[N:5]([CH2:11][C:12]([N:14]2[CH2:15][CH2:16][CH:17]([C:20]3[S:21][CH:22]=[C:23]([C:25]4[CH2:29][CH:28]([C:30]5[CH:38]=[CH:37][CH:36]=[CH:35][C:31]=5[C:32]([NH:43][CH:40]5[CH2:42][CH2:41]5)=[O:34])[O:27][N:26]=4)[N:24]=3)[CH2:18][CH2:19]2)=[O:13])[N:4]=1. The catalyst class is: 112. (7) Reactant: [F:1][C:2]1[CH:3]=[C:4]([N:9]2[CH2:13][C@H:12]([CH2:14][OH:15])[O:11][C:10]2=[O:16])[CH:5]=[CH:6][C:7]=1[I:8].C(N(CC)CC)C.[CH3:24][S:25](Cl)(=[O:27])=[O:26]. Product: [F:1][C:2]1[CH:3]=[C:4]([N:9]2[CH2:13][C@H:12]([CH2:14][O:15][S:25]([CH3:24])(=[O:27])=[O:26])[O:11][C:10]2=[O:16])[CH:5]=[CH:6][C:7]=1[I:8]. The catalyst class is: 46.